This data is from Peptide-MHC class I binding affinity with 185,985 pairs from IEDB/IMGT. The task is: Regression. Given a peptide amino acid sequence and an MHC pseudo amino acid sequence, predict their binding affinity value. This is MHC class I binding data. The peptide sequence is PLNEGIMAV. The MHC is HLA-A02:01 with pseudo-sequence HLA-A02:01. The binding affinity (normalized) is 0.643.